Task: Predict which catalyst facilitates the given reaction.. Dataset: Catalyst prediction with 721,799 reactions and 888 catalyst types from USPTO Reactant: F[C:2]1[CH:7]=[CH:6][C:5]([F:8])=[CH:4][C:3]=1[N+:9]([O-:11])=[O:10].[NH:12]1[CH2:20][CH2:19][CH2:18][CH:14]([C:15]([NH2:17])=[O:16])[CH2:13]1.CN1C(=O)CCC1. Product: [F:8][C:5]1[CH:6]=[CH:7][C:2]([N:12]2[CH2:20][CH2:19][CH2:18][CH:14]([C:15]([NH2:17])=[O:16])[CH2:13]2)=[C:3]([N+:9]([O-:11])=[O:10])[CH:4]=1. The catalyst class is: 6.